This data is from Full USPTO retrosynthesis dataset with 1.9M reactions from patents (1976-2016). The task is: Predict the reactants needed to synthesize the given product. (1) The reactants are: [Cl:1][C:2]1[N:10]=[CH:9][CH:8]=[CH:7][C:3]=1[C:4](Cl)=[O:5].[F:11][C:12]1[CH:13]=[C:14]2[C:18](=[CH:19][CH:20]=1)[NH:17][CH2:16][CH2:15]2.C(N(CC)CC)C. Given the product [Cl:1][C:2]1[C:3]([C:4]([N:17]2[C:18]3[C:14](=[CH:13][C:12]([F:11])=[CH:20][CH:19]=3)[CH2:15][CH2:16]2)=[O:5])=[CH:7][CH:8]=[CH:9][N:10]=1, predict the reactants needed to synthesize it. (2) Given the product [Br:14][C:13]1[C:7]2[O:6][CH:5]([CH2:3][OH:2])[O:9][C:8]=2[CH:10]=[C:11]([Cl:15])[CH:12]=1, predict the reactants needed to synthesize it. The reactants are: C[O:2][C:3]([CH:5]1[O:9][C:8]2[CH:10]=[C:11]([Cl:15])[CH:12]=[C:13]([Br:14])[C:7]=2[O:6]1)=O.[BH4-].[Na+]. (3) Given the product [C:8]([O:13][C:19](=[O:22])[C:20]([CH3:1])=[CH2:21])(=[O:12])[C:9]([CH3:11])=[CH2:10].[C:8]([OH:13])(=[O:12])[C:9]([CH3:11])=[CH2:10], predict the reactants needed to synthesize it. The reactants are: [C:1](OC(=O)C)(=O)C.[C:8]([OH:13])(=[O:12])[C:9]([CH3:11])=[CH2:10].C[O:22][C:19]1[CH:21]=[CH:20][C:19]([OH:22])=[CH:21][CH:20]=1.O=O. (4) Given the product [CH:19]1([C:17]([NH:16][C:14]2[N:15]=[C:10]3[CH:9]=[CH:8][C:7]([O:6][C:5]4[CH:22]=[CH:23][C:2]([NH:1][C:41]([C:34]5[C:33](=[O:44])[N:32]([C:29]6[CH:30]=[CH:31][C:26]([F:25])=[CH:27][CH:28]=6)[C:37]([CH:38]([CH3:40])[CH3:39])=[CH:36][CH:35]=5)=[O:42])=[CH:3][C:4]=4[F:24])=[CH:12][N:11]3[CH:13]=2)=[O:18])[CH2:21][CH2:20]1, predict the reactants needed to synthesize it. The reactants are: [NH2:1][C:2]1[CH:23]=[CH:22][C:5]([O:6][C:7]2[CH:8]=[CH:9][C:10]3[N:11]([CH:13]=[C:14]([NH:16][C:17]([CH:19]4[CH2:21][CH2:20]4)=[O:18])[N:15]=3)[CH:12]=2)=[C:4]([F:24])[CH:3]=1.[F:25][C:26]1[CH:31]=[CH:30][C:29]([N:32]2[C:37]([CH:38]([CH3:40])[CH3:39])=[CH:36][CH:35]=[C:34]([C:41](O)=[O:42])[C:33]2=[O:44])=[CH:28][CH:27]=1.CN(C(ON1N=NC2C=CC=NC1=2)=[N+](C)C)C.F[P-](F)(F)(F)(F)F.C(N(CC)C(C)C)(C)C.